The task is: Predict the reactants needed to synthesize the given product.. This data is from Full USPTO retrosynthesis dataset with 1.9M reactions from patents (1976-2016). (1) Given the product [I:11][C:5]1[CH:4]=[CH:3][C:2]([NH:1][C:19](=[O:20])[CH:18]([C:12]2[CH:17]=[CH:16][CH:15]=[CH:14][CH:13]=2)[CH2:22][CH3:23])=[CH:10][C:6]=1[C:7]([NH2:9])=[O:8], predict the reactants needed to synthesize it. The reactants are: [NH2:1][C:2]1[CH:3]=[CH:4][C:5]([I:11])=[C:6]([CH:10]=1)[C:7]([NH2:9])=[O:8].[C:12]1([CH:18]([CH2:22][CH3:23])[C:19](Cl)=[O:20])[CH:17]=[CH:16][CH:15]=[CH:14][CH:13]=1.N1C=CC=CC=1.C(OCC)(=O)C. (2) Given the product [CH2:28]([O:27][C:25]([N:14]1[CH2:15][CH2:16][CH:11]([C:9](=[O:10])[C:6]2[CH:7]=[CH:8][C:3]([Cl:2])=[CH:4][CH:5]=2)[CH2:12][CH2:13]1)=[O:26])[C:29]1[CH:34]=[CH:33][CH:32]=[CH:31][CH:30]=1, predict the reactants needed to synthesize it. The reactants are: Cl.[Cl:2][C:3]1[CH:8]=[CH:7][C:6]([C:9]([CH:11]2[CH2:16][CH2:15][NH:14][CH2:13][CH2:12]2)=[O:10])=[CH:5][CH:4]=1.C(N(CC)CC)C.Cl[C:25]([O:27][CH2:28][C:29]1[CH:34]=[CH:33][CH:32]=[CH:31][CH:30]=1)=[O:26]. (3) Given the product [CH3:36][C:34]1[CH:35]=[C:26]([NH:25][C:24]([C:21]2[C:19]3[N:20]=[C:15]([NH:14][C@@H:9]4[CH2:10][CH2:11][CH2:12][CH2:13][C@@H:8]4[NH2:7])[N:16]=[CH:17][C:18]=3[S:23][CH:22]=2)=[O:37])[CH:27]=[C:28]2[C:33]=1[N:32]=[CH:31][CH:30]=[CH:29]2, predict the reactants needed to synthesize it. The reactants are: C(OC(=O)[NH:7][C@H:8]1[CH2:13][CH2:12][CH2:11][CH2:10][C@H:9]1[NH:14][C:15]1[N:16]=[CH:17][C:18]2[S:23][CH:22]=[C:21]([C:24](=[O:37])[NH:25][C:26]3[CH:27]=[C:28]4[C:33](=[C:34]([CH3:36])[CH:35]=3)[N:32]=[CH:31][CH:30]=[CH:29]4)[C:19]=2[N:20]=1)(C)(C)C. (4) Given the product [CH3:1][O:2][C:3]1[C:8]2[N:9]=[C:10]([NH:12][C:22]([C:24]3[CH:25]=[N:26][N:27]([CH2:29][CH2:30][N:31]4[CH2:35][CH2:34][CH2:33][CH2:32]4)[CH:28]=3)=[O:21])[S:11][C:7]=2[C:6]([N:13]2[CH2:18][CH2:17][O:16][CH2:15][CH2:14]2)=[CH:5][CH:4]=1, predict the reactants needed to synthesize it. The reactants are: [CH3:1][O:2][C:3]1[C:8]2[N:9]=[C:10]([NH2:12])[S:11][C:7]=2[C:6]([N:13]2[CH2:18][CH2:17][O:16][CH2:15][CH2:14]2)=[CH:5][CH:4]=1.C([O:21][C:22]([C:24]1[CH:25]=[N:26][N:27]([CH2:29][CH2:30][N:31]2[CH2:35][CH2:34][CH2:33][CH2:32]2)[CH:28]=1)=O)C. (5) Given the product [CH3:16][O:15][C:3]1[CH:4]=[C:5]([CH:10]=[C:11]([N+:12]([O-:14])=[O:13])[C:2]=1[NH:18][CH3:17])[C:6]([O:8][CH3:9])=[O:7], predict the reactants needed to synthesize it. The reactants are: Cl[C:2]1[C:11]([N+:12]([O-:14])=[O:13])=[CH:10][C:5]([C:6]([O:8][CH3:9])=[O:7])=[CH:4][C:3]=1[O:15][CH3:16].[CH3:17][NH2:18].